This data is from NCI-60 drug combinations with 297,098 pairs across 59 cell lines. The task is: Regression. Given two drug SMILES strings and cell line genomic features, predict the synergy score measuring deviation from expected non-interaction effect. Drug 1: CNC(=O)C1=CC=CC=C1SC2=CC3=C(C=C2)C(=NN3)C=CC4=CC=CC=N4. Drug 2: C1=C(C(=O)NC(=O)N1)F. Cell line: SK-MEL-28. Synergy scores: CSS=31.7, Synergy_ZIP=5.79, Synergy_Bliss=6.25, Synergy_Loewe=3.13, Synergy_HSA=3.73.